Dataset: NCI-60 drug combinations with 297,098 pairs across 59 cell lines. Task: Regression. Given two drug SMILES strings and cell line genomic features, predict the synergy score measuring deviation from expected non-interaction effect. (1) Drug 1: CC(CN1CC(=O)NC(=O)C1)N2CC(=O)NC(=O)C2. Drug 2: C(CC(=O)O)C(=O)CN.Cl. Cell line: SF-539. Synergy scores: CSS=24.9, Synergy_ZIP=-5.03, Synergy_Bliss=-1.63, Synergy_Loewe=-1.86, Synergy_HSA=0.882. (2) Drug 1: CC1CCC2CC(C(=CC=CC=CC(CC(C(=O)C(C(C(=CC(C(=O)CC(OC(=O)C3CCCCN3C(=O)C(=O)C1(O2)O)C(C)CC4CCC(C(C4)OC)OCCO)C)C)O)OC)C)C)C)OC. Drug 2: C1C(C(OC1N2C=NC(=NC2=O)N)CO)O. Cell line: IGROV1. Synergy scores: CSS=9.90, Synergy_ZIP=-3.89, Synergy_Bliss=-3.61, Synergy_Loewe=-20.7, Synergy_HSA=-3.29. (3) Cell line: HL-60(TB). Drug 1: CNC(=O)C1=NC=CC(=C1)OC2=CC=C(C=C2)NC(=O)NC3=CC(=C(C=C3)Cl)C(F)(F)F. Synergy scores: CSS=-18.8, Synergy_ZIP=15.1, Synergy_Bliss=13.5, Synergy_Loewe=-11.7, Synergy_HSA=-11.8. Drug 2: C1CNP(=O)(OC1)N(CCCl)CCCl. (4) Drug 1: CCCCC(=O)OCC(=O)C1(CC(C2=C(C1)C(=C3C(=C2O)C(=O)C4=C(C3=O)C=CC=C4OC)O)OC5CC(C(C(O5)C)O)NC(=O)C(F)(F)F)O. Drug 2: C1=NC2=C(N1)C(=S)N=CN2. Cell line: KM12. Synergy scores: CSS=60.3, Synergy_ZIP=-4.74, Synergy_Bliss=-2.88, Synergy_Loewe=-3.06, Synergy_HSA=0.941. (5) Drug 1: C1C(C(OC1N2C=NC3=C(N=C(N=C32)Cl)N)CO)O. Drug 2: CC1CCC2CC(C(=CC=CC=CC(CC(C(=O)C(C(C(=CC(C(=O)CC(OC(=O)C3CCCCN3C(=O)C(=O)C1(O2)O)C(C)CC4CCC(C(C4)OC)O)C)C)O)OC)C)C)C)OC. Cell line: EKVX. Synergy scores: CSS=4.00, Synergy_ZIP=-1.78, Synergy_Bliss=-0.00367, Synergy_Loewe=-2.66, Synergy_HSA=-1.12. (6) Drug 1: CN(C)N=NC1=C(NC=N1)C(=O)N. Drug 2: C(CN)CNCCSP(=O)(O)O. Cell line: SW-620. Synergy scores: CSS=5.31, Synergy_ZIP=14.4, Synergy_Bliss=14.7, Synergy_Loewe=11.6, Synergy_HSA=12.2. (7) Drug 1: CN(C)C(=N)N=C(N)N. Drug 2: CCN(CC)CCNC(=O)C1=C(NC(=C1C)C=C2C3=C(C=CC(=C3)F)NC2=O)C. Cell line: UACC62. Synergy scores: CSS=35.6, Synergy_ZIP=4.02, Synergy_Bliss=6.96, Synergy_Loewe=-56.3, Synergy_HSA=6.90.